The task is: Predict the reactants needed to synthesize the given product.. This data is from Full USPTO retrosynthesis dataset with 1.9M reactions from patents (1976-2016). Given the product [C:1]([C:5]1[CH:10]=[CH:9][C:8]([N:13]([CH3:12])[C:14]2[CH:19]=[CH:18][CH:17]=[CH:16][CH:15]=2)=[CH:7][CH:6]=1)([CH3:4])([CH3:3])[CH3:2], predict the reactants needed to synthesize it. The reactants are: [C:1]([C:5]1[CH:10]=[CH:9][C:8](Br)=[CH:7][CH:6]=1)([CH3:4])([CH3:3])[CH3:2].[CH3:12][NH:13][C:14]1[CH:19]=[CH:18][CH:17]=[CH:16][CH:15]=1.CC(C)([O-])C.[Na+].